From a dataset of Forward reaction prediction with 1.9M reactions from USPTO patents (1976-2016). Predict the product of the given reaction. Given the reactants [C:1]([C:4]1[C:5]([C@@H:21]2[C@@H:26]([C:27]3[CH:32]=[CH:31][C:30]([O:33][CH2:34][CH2:35][O:36][C:37]4[C:42]([Cl:43])=[CH:41][C:40]([CH3:44])=[CH:39][C:38]=4[Cl:45])=[CH:29][CH:28]=3)[CH2:25][CH2:24][N:23]([C:46]([O:48][C:49]([CH3:52])([CH3:51])[CH3:50])=[O:47])[CH2:22]2)=[N:6][O:7][C:8]=1[C:9]1[CH:14]=[CH:13][CH:12]=[CH:11][C:10]=1[CH2:15][CH2:16][NH:17][C:18](=[O:20])[CH3:19])(=[O:3])[CH3:2].[BH4-].[Na+], predict the reaction product. The product is: [C:18]([NH:17][CH2:16][CH2:15][C:10]1[CH:11]=[CH:12][CH:13]=[CH:14][C:9]=1[C:8]1[O:7][N:6]=[C:5]([C@@H:21]2[C@@H:26]([C:27]3[CH:28]=[CH:29][C:30]([O:33][CH2:34][CH2:35][O:36][C:37]4[C:38]([Cl:45])=[CH:39][C:40]([CH3:44])=[CH:41][C:42]=4[Cl:43])=[CH:31][CH:32]=3)[CH2:25][CH2:24][N:23]([C:46]([O:48][C:49]([CH3:51])([CH3:50])[CH3:52])=[O:47])[CH2:22]2)[C:4]=1[CH:1]([OH:3])[CH3:2])(=[O:20])[CH3:19].